The task is: Regression. Given a peptide amino acid sequence and an MHC pseudo amino acid sequence, predict their binding affinity value. This is MHC class I binding data.. This data is from Peptide-MHC class I binding affinity with 185,985 pairs from IEDB/IMGT. (1) The peptide sequence is FKSVEFDMSHL. The MHC is H-2-Db with pseudo-sequence H-2-Db. The binding affinity (normalized) is 0. (2) The peptide sequence is TLRKERLAK. The MHC is HLA-A03:01 with pseudo-sequence HLA-A03:01. The binding affinity (normalized) is 0.424. (3) The peptide sequence is GYIPIERVL. The MHC is HLA-B40:01 with pseudo-sequence HLA-B40:01. The binding affinity (normalized) is 0.196.